This data is from Full USPTO retrosynthesis dataset with 1.9M reactions from patents (1976-2016). The task is: Predict the reactants needed to synthesize the given product. The reactants are: CS(C)=O.C(Cl)(=O)C(Cl)=O.[OH:11][CH2:12][CH2:13][CH2:14][N:15]([CH3:23])[C:16](=[O:22])[O:17][C:18]([CH3:21])([CH3:20])[CH3:19].CN. Given the product [CH3:23][N:15]([CH2:14][CH2:13][CH:12]=[O:11])[C:16](=[O:22])[O:17][C:18]([CH3:21])([CH3:19])[CH3:20], predict the reactants needed to synthesize it.